From a dataset of NCI-60 drug combinations with 297,098 pairs across 59 cell lines. Regression. Given two drug SMILES strings and cell line genomic features, predict the synergy score measuring deviation from expected non-interaction effect. (1) Drug 1: CC(C)CN1C=NC2=C1C3=CC=CC=C3N=C2N. Drug 2: B(C(CC(C)C)NC(=O)C(CC1=CC=CC=C1)NC(=O)C2=NC=CN=C2)(O)O. Cell line: NCI/ADR-RES. Synergy scores: CSS=12.2, Synergy_ZIP=-2.38, Synergy_Bliss=1.18, Synergy_Loewe=-3.44, Synergy_HSA=0.705. (2) Drug 1: C1CC(=O)NC(=O)C1N2CC3=C(C2=O)C=CC=C3N. Drug 2: CN(C(=O)NC(C=O)C(C(C(CO)O)O)O)N=O. Cell line: K-562. Synergy scores: CSS=6.54, Synergy_ZIP=-5.09, Synergy_Bliss=-7.88, Synergy_Loewe=-7.33, Synergy_HSA=-5.62. (3) Drug 1: CC1=C2C(C(=O)C3(C(CC4C(C3C(C(C2(C)C)(CC1OC(=O)C(C(C5=CC=CC=C5)NC(=O)OC(C)(C)C)O)O)OC(=O)C6=CC=CC=C6)(CO4)OC(=O)C)O)C)O. Drug 2: C(CCl)NC(=O)N(CCCl)N=O. Cell line: SF-295. Synergy scores: CSS=8.98, Synergy_ZIP=-7.47, Synergy_Bliss=-10.5, Synergy_Loewe=-21.0, Synergy_HSA=-10.7. (4) Drug 1: CCC1=CC2CC(C3=C(CN(C2)C1)C4=CC=CC=C4N3)(C5=C(C=C6C(=C5)C78CCN9C7C(C=CC9)(C(C(C8N6C)(C(=O)OC)O)OC(=O)C)CC)OC)C(=O)OC.C(C(C(=O)O)O)(C(=O)O)O. Drug 2: CCN(CC)CCCC(C)NC1=C2C=C(C=CC2=NC3=C1C=CC(=C3)Cl)OC. Cell line: UACC62. Synergy scores: CSS=52.1, Synergy_ZIP=-1.21, Synergy_Bliss=0.470, Synergy_Loewe=-14.5, Synergy_HSA=2.86. (5) Drug 1: C1=NC2=C(N=C(N=C2N1C3C(C(C(O3)CO)O)O)F)N. Drug 2: C(CCl)NC(=O)N(CCCl)N=O. Cell line: HCT-15. Synergy scores: CSS=3.16, Synergy_ZIP=-7.33, Synergy_Bliss=-27.5, Synergy_Loewe=-1.71, Synergy_HSA=-32.4. (6) Drug 1: CC1=C(C=C(C=C1)NC(=O)C2=CC=C(C=C2)CN3CCN(CC3)C)NC4=NC=CC(=N4)C5=CN=CC=C5. Drug 2: C(CN)CNCCSP(=O)(O)O. Cell line: HT29. Synergy scores: CSS=2.41, Synergy_ZIP=6.32, Synergy_Bliss=3.50, Synergy_Loewe=-0.764, Synergy_HSA=0.905.